From a dataset of Forward reaction prediction with 1.9M reactions from USPTO patents (1976-2016). Predict the product of the given reaction. (1) Given the reactants [CH3:1][O:2][C:3]1[CH:4]=[C:5]([CH:8]=[CH:9][C:10]=1[O:11][CH3:12])[CH2:6][NH2:7].[Cl:13][CH2:14][CH2:15][N:16]=[C:17]=[O:18], predict the reaction product. The product is: [CH3:1][O:2][C:3]1[CH:4]=[C:5]([CH2:6][NH:7][C:17]([NH:16][CH2:15][CH2:14][Cl:13])=[O:18])[CH:8]=[CH:9][C:10]=1[O:11][CH3:12]. (2) The product is: [CH2:24]([O:31][C:32](=[O:40])[C:33]1[CH:38]=[CH:37][C:36]([O:16][C:15](=[O:17])[CH:14]([C:6]2[CH:5]=[CH:4][C:3]3[C:2]([CH3:23])([CH3:1])[CH2:11][CH2:10][C:9]([CH3:12])([CH3:13])[C:8]=3[CH:7]=2)[CH2:18][CH2:19][CH2:20][CH2:21][CH3:22])=[CH:35][CH:34]=1)[C:25]1[CH:26]=[CH:27][CH:28]=[CH:29][CH:30]=1. Given the reactants [CH3:1][C:2]1([CH3:23])[CH2:11][CH2:10][C:9]([CH3:13])([CH3:12])[C:8]2[CH:7]=[C:6]([CH:14]([CH2:18][CH2:19][CH2:20][CH2:21][CH3:22])[C:15]([OH:17])=[O:16])[CH:5]=[CH:4][C:3]1=2.[CH2:24]([O:31][C:32](=[O:40])[C:33]1[CH:38]=[CH:37][C:36](O)=[CH:35][CH:34]=1)[C:25]1[CH:30]=[CH:29][CH:28]=[CH:27][CH:26]=1.C1(N=C=NC2CCCCC2)CCCCC1, predict the reaction product.